From a dataset of Forward reaction prediction with 1.9M reactions from USPTO patents (1976-2016). Predict the product of the given reaction. (1) Given the reactants [C:1]([C:4]1[CH:5]=[CH:6][C:7]2[N:8]([C:10]([C:13]([O:15]CC)=[O:14])=[CH:11][N:12]=2)[CH:9]=1)(=[S:3])[NH2:2].[Li+].[OH-], predict the reaction product. The product is: [C:1]([C:4]1[CH:5]=[CH:6][C:7]2[N:8]([C:10]([C:13]([OH:15])=[O:14])=[CH:11][N:12]=2)[CH:9]=1)(=[S:3])[NH2:2]. (2) Given the reactants Cl[C:2]1[N:7]=[C:6]2[N:8]([CH3:11])[N:9]=[CH:10][C:5]2=[C:4]([NH:12][C:13]2[CH:18]=[CH:17][CH:16]=[C:15]([O:19][CH3:20])[CH:14]=2)[N:3]=1.[N:21]1[C:30]2[C:25](=[CH:26][CH:27]=[CH:28][CH:29]=2)[CH:24]=[C:23](B(O)O)[CH:22]=1, predict the reaction product. The product is: [CH3:20][O:19][C:15]1[CH:14]=[C:13]([NH:12][C:4]2[N:3]=[C:2]([C:23]3[CH:22]=[N:21][C:30]4[C:25]([CH:24]=3)=[CH:26][CH:27]=[CH:28][CH:29]=4)[N:7]=[C:6]3[N:8]([CH3:11])[N:9]=[CH:10][C:5]=23)[CH:18]=[CH:17][CH:16]=1. (3) Given the reactants [C:1]([O:5][C:6]([N:8]1[CH2:13][CH2:12][N:11]([C:14]2[C:23]([CH:24]3[CH2:26][CH2:25]3)=[C:22]3[C:17]([CH:18]=[C:19]([C:27]([OH:29])=O)[N:20]=[CH:21]3)=[CH:16][CH:15]=2)[CH2:10][CH2:9]1)=[O:7])([CH3:4])([CH3:3])[CH3:2].[C:30]1([NH2:37])[CH:35]=[CH:34][CH:33]=[CH:32][C:31]=1[NH2:36].C1C=NC2N(O)N=NC=2C=1.CCN=C=NCCCN(C)C.CCN(C(C)C)C(C)C, predict the reaction product. The product is: [NH2:36][C:31]1[CH:32]=[CH:33][CH:34]=[CH:35][C:30]=1[NH:37][C:27]([C:19]1[N:20]=[CH:21][C:22]2[C:17]([CH:18]=1)=[CH:16][CH:15]=[C:14]([N:11]1[CH2:10][CH2:9][N:8]([C:6]([O:5][C:1]([CH3:3])([CH3:2])[CH3:4])=[O:7])[CH2:13][CH2:12]1)[C:23]=2[CH:24]1[CH2:25][CH2:26]1)=[O:29].